The task is: Predict the product of the given reaction.. This data is from Forward reaction prediction with 1.9M reactions from USPTO patents (1976-2016). (1) Given the reactants [C:1]([P:5](Cl)[C:6]([CH3:9])([CH3:8])[CH3:7])([CH3:4])([CH3:3])[CH3:2].[CH2:11](Cl)[CH:12]=[C:13]([CH3:15])[CH3:14].[Mg].S(=O)(=O)(O)O.CO.[Na+].[Na+].[Cl:27][Pd+2:28](Cl)(Cl)[Cl:29], predict the reaction product. The product is: [Pd:28]([Cl:29])[Cl:27].[C:1]([P:5]([C:6]([CH3:9])([CH3:8])[CH3:7])[CH2:11][CH:12]=[C:13]([CH3:15])[CH3:14])([CH3:4])([CH3:3])[CH3:2].[C:1]([P:5]([C:6]([CH3:9])([CH3:8])[CH3:7])[CH2:11][CH:12]=[C:13]([CH3:15])[CH3:14])([CH3:4])([CH3:3])[CH3:2]. (2) Given the reactants [C:1]1([CH2:7][C@@H:8]([NH:20][C:21]2[CH:26]=[CH:25][CH:24]=[CH:23][CH:22]=2)[C:9]([O:11][C@@H:12]2[CH:17]3[CH2:18][CH2:19][N:14]([CH2:15][CH2:16]3)[CH2:13]2)=[O:10])[CH:6]=[CH:5][CH:4]=[CH:3][CH:2]=1.[Br:27][CH2:28][C:29]([C:31]1[CH:36]=[CH:35][CH:34]=[CH:33][CH:32]=1)=[O:30], predict the reaction product. The product is: [Br-:27].[O:30]=[C:29]([C:31]1[CH:36]=[CH:35][CH:34]=[CH:33][CH:32]=1)[CH2:28][N+:14]12[CH2:15][CH2:16][CH:17]([CH2:18][CH2:19]1)[C@@H:12]([O:11][C:9](=[O:10])[C@H:8]([NH:20][C:21]1[CH:26]=[CH:25][CH:24]=[CH:23][CH:22]=1)[CH2:7][C:1]1[CH:2]=[CH:3][CH:4]=[CH:5][CH:6]=1)[CH2:13]2. (3) Given the reactants [OH-].[K+].[C:3]1(=O)[CH2:8][CH2:7][CH2:6][CH2:5][CH2:4]1, predict the reaction product. The product is: [CH:3]1([CH:3]2[CH2:8][CH2:7][CH2:6][CH2:5][CH2:4]2)[CH2:8][CH2:7][CH2:6][CH2:5][CH2:4]1. (4) Given the reactants Br[CH:2]1[C:12]2=[C:13]3[C:8](=[CH:9][CH:10]=[CH:11]2)[CH:7]=[CH:6][CH:5]=[C:4]3[CH2:3]1.COC([CH2:18][N:19]1[C:32]2[C:27](=[CH:28][CH:29]=[CH:30][CH:31]=2)[C:21]2([CH2:26][CH2:25][NH:24][CH2:23][CH2:22]2)[C:20]1=[O:33])=O.[C:34](=[O:37])([O-])[O-:35].[K+].[K+].[CH3:40]N(C)C=O, predict the reaction product. The product is: [CH3:40][C:34]([O:35][CH2:18][N:19]1[C:32]2[C:27](=[CH:28][C:29]([CH:2]3[C:12]4=[C:13]5[C:8](=[CH:9][CH:10]=[CH:11]4)[CH:7]=[CH:6][CH:5]=[C:4]5[CH2:3]3)=[CH:30][CH:31]=2)[C:21]2([CH2:22][CH2:23][NH:24][CH2:25][CH2:26]2)[C:20]1=[O:33])=[O:37]. (5) The product is: [CH3:43][O:42][C:38]1[CH:37]=[C:36]([NH:35][CH:28]([C:29]2[CH:34]=[CH:33][CH:32]=[CH:31][CH:30]=2)[C:26]([C:13]2[C:12]3[C:16](=[CH:17][CH:18]=[C:10]([C:8]#[N:9])[CH:11]=3)[NH:15][CH:14]=2)=[O:27])[CH:41]=[CH:40][CH:39]=1. Given the reactants C(N(CC)CC)C.[C:8]([C:10]1[CH:11]=[C:12]2[C:16](=[CH:17][CH:18]=1)[N:15](C(OC(C)(C)C)=O)[CH:14]=[C:13]2[CH:26]=[O:27])#[N:9].[CH:28](=[N:35][C:36]1[CH:41]=[CH:40][CH:39]=[C:38]([O:42][CH3:43])[CH:37]=1)[C:29]1[CH:34]=[CH:33][CH:32]=[CH:31][CH:30]=1, predict the reaction product. (6) The product is: [CH3:35][C@H:1]([O:5][C:6]1[N:14]=[C:13]2[C:9]([N:10]=[C:11]([O:25][CH3:26])[N:12]2[CH2:15][CH2:16][CH2:17][NH:18][CH2:19][CH2:20][CH:24]2[CH2:23][CH2:22][CH2:30][O:31]2)=[C:8]([NH2:27])[N:7]=1)[CH2:2][CH2:3][CH3:4]. Given the reactants [CH2:1]([O:5][C:6]1[N:14]=[C:13]2[C:9]([N:10]=[C:11]([O:25][CH3:26])[N:12]2[CH2:15][CH2:16][CH2:17][NH:18][CH2:19][CH:20]2[CH2:24][CH2:23][CH2:22]O2)=[C:8]([NH2:27])[N:7]=1)[CH2:2][CH2:3][CH3:4].FC(F)(F)[C:30](O)=[O:31].[CH3:35][C@H](OC1NC(N)=C2C(N=1)=NC(OC)=N2)CCC.BrCCCBr.O1CCCC1CCN, predict the reaction product. (7) Given the reactants [CH3:1][S:2](Cl)(=[O:4])=[O:3].[CH3:6][C:7]([Si:10]([CH3:27])([CH3:26])[O:11][C@H:12]1[CH2:16][CH2:15][N:14]([C:17]([O:19][C:20]([CH3:23])([CH3:22])[CH3:21])=[O:18])[C@@H:13]1[CH2:24][OH:25])([CH3:9])[CH3:8].C(N(CC)CC)C, predict the reaction product. The product is: [CH3:9][C:7]([Si:10]([CH3:27])([CH3:26])[O:11][C@H:12]1[CH2:16][CH2:15][N:14]([C:17]([O:19][C:20]([CH3:21])([CH3:23])[CH3:22])=[O:18])[C@@H:13]1[CH2:24][O:25][S:2]([CH3:1])(=[O:4])=[O:3])([CH3:6])[CH3:8].